Dataset: Catalyst prediction with 721,799 reactions and 888 catalyst types from USPTO. Task: Predict which catalyst facilitates the given reaction. Reactant: [CH:1]([NH:3][NH2:4])=O.[N:5]([CH2:8][C:9]1[O:10][CH:11]=[CH:12][CH:13]=1)=[C:6]=[S:7].C(O)C. Product: [O:10]1[CH:11]=[CH:12][CH:13]=[C:9]1[CH2:8][N:5]1[CH:1]=[N:3][N:4]=[C:6]1[SH:7]. The catalyst class is: 17.